From a dataset of NCI-60 drug combinations with 297,098 pairs across 59 cell lines. Regression. Given two drug SMILES strings and cell line genomic features, predict the synergy score measuring deviation from expected non-interaction effect. Drug 1: C1CC(C1)(C(=O)O)C(=O)O.[NH2-].[NH2-].[Pt+2]. Drug 2: CC(C)CN1C=NC2=C1C3=CC=CC=C3N=C2N. Cell line: COLO 205. Synergy scores: CSS=25.5, Synergy_ZIP=-4.98, Synergy_Bliss=1.09, Synergy_Loewe=2.78, Synergy_HSA=0.678.